Dataset: Forward reaction prediction with 1.9M reactions from USPTO patents (1976-2016). Task: Predict the product of the given reaction. (1) The product is: [Cl:1][C:2]1[CH:3]=[CH:4][C:5]([C:8]2[N:12]([C:13]3[CH:18]=[CH:17][CH:16]=[CH:15][C:14]=3[CH2:19][CH3:20])[N:11]=[C:10]([O:21][CH:32]3[CH2:33][CH2:34][N:29]([C:22]([O:24][C:25]([CH3:28])([CH3:27])[CH3:26])=[O:23])[CH2:30][CH2:31]3)[CH:9]=2)=[CH:6][CH:7]=1. Given the reactants [Cl:1][C:2]1[CH:7]=[CH:6][C:5]([C:8]2[N:12]([C:13]3[CH:18]=[CH:17][CH:16]=[CH:15][C:14]=3[CH2:19][CH3:20])[NH:11][C:10](=[O:21])[CH:9]=2)=[CH:4][CH:3]=1.[C:22]([N:29]1[CH2:34][CH2:33][CH:32](OS(C)(=O)=O)[CH2:31][CH2:30]1)([O:24][C:25]([CH3:28])([CH3:27])[CH3:26])=[O:23], predict the reaction product. (2) Given the reactants [CH:1]1([N:6]2[C:10]3[N:11]=[C:12]([NH:15][C:16]4[CH:24]=[CH:23][C:19]([C:20](O)=[O:21])=[CH:18][N:17]=4)[N:13]=[CH:14][C:9]=3[CH:8]=[C:7]2[C:25](=[O:29])[N:26]([CH3:28])[CH3:27])[CH2:5][CH2:4][CH2:3][CH2:2]1.[CH:30]12[N:37]([CH2:38][CH2:39][OH:40])[CH:34]([CH2:35][CH2:36]1)[CH2:33][NH:32][CH2:31]2, predict the reaction product. The product is: [CH:1]1([N:6]2[C:10]3[N:11]=[C:12]([NH:15][C:16]4[CH:24]=[CH:23][C:19]([C:20]([N:32]5[CH2:31][CH:30]6[N:37]([CH2:38][CH2:39][OH:40])[CH:34]([CH2:35][CH2:36]6)[CH2:33]5)=[O:21])=[CH:18][N:17]=4)[N:13]=[CH:14][C:9]=3[CH:8]=[C:7]2[C:25]([N:26]([CH3:28])[CH3:27])=[O:29])[CH2:5][CH2:4][CH2:3][CH2:2]1. (3) Given the reactants [CH2:1]([O:8][C:9]1[CH:14]=[CH:13][C:12]([S:15][C:16]2[CH:21]=[CH:20][C:19]([NH2:22])=[CH:18][CH:17]=2)=[C:11]([N+:23]([O-:25])=[O:24])[CH:10]=1)[C:2]1[CH:7]=[CH:6][CH:5]=[CH:4][CH:3]=1.[CH3:26][C:27]([O:30][C:31](O[C:31]([O:30][C:27]([CH3:29])([CH3:28])[CH3:26])=[O:32])=[O:32])([CH3:29])[CH3:28], predict the reaction product. The product is: [C:27]([O:30][C:31](=[O:32])[NH:22][C:19]1[CH:20]=[CH:21][C:16]([S:15][C:12]2[CH:13]=[CH:14][C:9]([O:8][CH2:1][C:2]3[CH:7]=[CH:6][CH:5]=[CH:4][CH:3]=3)=[CH:10][C:11]=2[N+:23]([O-:25])=[O:24])=[CH:17][CH:18]=1)([CH3:29])([CH3:28])[CH3:26].